Dataset: Forward reaction prediction with 1.9M reactions from USPTO patents (1976-2016). Task: Predict the product of the given reaction. (1) The product is: [Cl:1][C:2]1[CH:3]=[C:4]([C:9]2[CH2:13][C:12]([CH3:19])([C:14]([OH:16])=[O:15])[O:11][N:10]=2)[CH:5]=[C:6]([Cl:8])[CH:7]=1. Given the reactants [Cl:1][C:2]1[CH:3]=[C:4]([C:9]2[CH2:13][C:12]([CH3:19])([C:14]([O:16]CC)=[O:15])[O:11][N:10]=2)[CH:5]=[C:6]([Cl:8])[CH:7]=1.[OH-].[Na+].C(OCC)(=O)C, predict the reaction product. (2) Given the reactants FC(F)(F)C1C=C(C=C(C(F)(F)F)C=1)CN(CC1C=C(C(F)(F)F)C=CC=1C=[O:18])C1N=NN(C)N=1.OCC1CCNCC1.[F:44][C:45]([F:88])([F:87])[C:46]1[CH:47]=[C:48]([CH:80]=[C:81]([C:83]([F:86])([F:85])[F:84])[CH:82]=1)[CH2:49][N:50]([CH2:57][C:58]1[CH:63]=[C:62]([C:64]([F:67])([F:66])[F:65])[CH:61]=[CH:60][C:59]=1[C@H:68]([N:72]1[CH2:77][CH2:76][CH:75]([CH2:78][OH:79])[CH2:74][CH2:73]1)[CH:69]([CH3:71])[CH3:70])[C:51]1[N:52]=[N:53][N:54]([CH3:56])[N:55]=1.C(N(C(C)C)CC)(C)C, predict the reaction product. The product is: [F:88][C:45]([F:87])([F:44])[C:46]1[CH:47]=[C:48]([CH:80]=[C:81]([C:83]([F:86])([F:85])[F:84])[CH:82]=1)[CH2:49][N:50]([CH2:57][C:58]1[CH:63]=[C:62]([C:64]([F:65])([F:66])[F:67])[CH:61]=[CH:60][C:59]=1[C@H:68]([N:72]1[CH2:73][CH2:74][CH:75]([C:78]([OH:18])=[O:79])[CH2:76][CH2:77]1)[CH:69]([CH3:70])[CH3:71])[C:51]1[N:52]=[N:53][N:54]([CH3:56])[N:55]=1.